This data is from Tyrosyl-DNA phosphodiesterase HTS with 341,365 compounds. The task is: Binary Classification. Given a drug SMILES string, predict its activity (active/inactive) in a high-throughput screening assay against a specified biological target. (1) The compound is s1c(/C=C(/NC(=O)c2ccccc2)C(=O)NCCCN2CCOCC2)ccc1. The result is 0 (inactive). (2) The drug is FC(F)(F)c1c(N2CCN(CC2)C(=O)Nc2ccc(cc2)C)nccc1. The result is 0 (inactive). (3) The molecule is o1c2c(C(CC(=O)N(CC)CC)c3ccc(OC)cc3)c(OC)cc(OC)c2c(cc1=O)c1ccccc1. The result is 1 (active). (4) The result is 0 (inactive). The molecule is Clc1c(C(=O)NCC(OCC(=O)c2cc3OCCOc3cc2)=O)ccc(Cl)c1.